Dataset: Catalyst prediction with 721,799 reactions and 888 catalyst types from USPTO. Task: Predict which catalyst facilitates the given reaction. Reactant: [C:1]([N:5]1[C:17]2[C:16]3[N:15]=[C:14]([S:18][CH3:19])[N:13]=[CH:12][C:11]=3[CH:10]=[CH:9][C:8]=2[C:7]([C:20]([O:22]CC)=O)=[N:6]1)([CH3:4])([CH3:3])[CH3:2].[Cl-].[NH4+:26].[Li][N:28]([Si](C)(C)C)[Si](C)(C)C. Product: [C:1]([N:5]1[C:17]2[C:16]3[N:15]=[C:14]([S:18][CH3:19])[N:13]=[CH:12][C:11]=3[CH:10]=[CH:9][C:8]=2[C:7]([C:20]([NH2:28])=[O:22])=[N:6]1)([CH3:2])([CH3:4])[CH3:3].[NH2:26][C:12]1[C:11]2[CH:10]=[CH:9][C:8]3[C:7]([C:20]([NH2:28])=[O:22])=[N:6][N:5]([C:1]([CH3:2])([CH3:3])[CH3:4])[C:17]=3[C:16]=2[N:15]=[C:14]([S:18][CH3:19])[N:13]=1. The catalyst class is: 1.